From a dataset of Full USPTO retrosynthesis dataset with 1.9M reactions from patents (1976-2016). Predict the reactants needed to synthesize the given product. Given the product [CH2:1]([O:3][C:4]([C:6]1([NH:15][C:16](=[O:25])[C:17]2[CH:22]=[CH:21][CH:20]=[C:19]([Cl:23])[C:18]=2[O:24][CH2:35][CH:34]=[CH2:33])[CH2:7][C:8]2[C:13](=[CH:12][CH:11]=[CH:10][CH:9]=2)[CH2:14]1)=[O:5])[CH3:2], predict the reactants needed to synthesize it. The reactants are: [CH2:1]([O:3][C:4]([C:6]1([NH:15][C:16](=[O:25])[C:17]2[CH:22]=[CH:21][CH:20]=[C:19]([Cl:23])[C:18]=2[OH:24])[CH2:14][C:13]2[C:8](=[CH:9][CH:10]=[CH:11][CH:12]=2)[CH2:7]1)=[O:5])[CH3:2].C([O-])([O-])=O.[Cs+].[Cs+].Br[CH2:33][CH:34]=[CH2:35].